Predict which catalyst facilitates the given reaction. From a dataset of Catalyst prediction with 721,799 reactions and 888 catalyst types from USPTO. (1) Reactant: [Cl:1][C:2]1[C:11]2[C:6](=[CH:7][CH:8]=[C:9]([S:12](Cl)(=[O:14])=[O:13])[CH:10]=2)[C:5]([Cl:16])=[CH:4][N:3]=1.[CH3:17][O:18][C:19](=[O:23])[C@@H:20]([CH3:22])[NH2:21].CCN(CC)CC. Product: [CH3:17][O:18][C:19](=[O:23])[C@@H:20]([CH3:22])[NH:21][S:12]([C:9]1[CH:10]=[C:11]2[C:6]([C:5]([Cl:16])=[CH:4][N:3]=[C:2]2[Cl:1])=[CH:7][CH:8]=1)(=[O:14])=[O:13]. The catalyst class is: 2. (2) Reactant: Cl[C:2]1[CH:7]=[C:6]([O:8][CH:9]([C:14]2[CH:19]=[CH:18][C:17]([C:20]3[CH:25]=[CH:24][CH:23]=[C:22]([F:26])[CH:21]=3)=[CH:16][CH:15]=2)[C:10]([F:13])([F:12])[F:11])[N:5]=[C:4]([NH2:27])[N:3]=1.[C:28]([O-:31])([O-])=[O:29].[Na+].[Na+].[C:34](#[N:36])[CH3:35]. The catalyst class is: 189. Product: [NH2:36][C@@H:34]([CH2:35][C:14]1[CH:19]=[CH:18][C:17]([C:2]2[CH:7]=[C:6]([O:8][CH:9]([C:14]3[CH:19]=[CH:18][C:17]([C:20]4[CH:25]=[CH:24][CH:23]=[C:22]([F:26])[CH:21]=4)=[CH:16][CH:15]=3)[C:10]([F:13])([F:12])[F:11])[N:5]=[C:4]([NH2:27])[N:3]=2)=[CH:16][CH:15]=1)[C:28]([OH:31])=[O:29]. (3) Reactant: [C:1]([C:5]1[CH:9]=[C:8]([NH:10][C:11]([NH:13][C@@H:14]2[C:23]3[C:18](=[CH:19][CH:20]=[CH:21][CH:22]=3)[C@H:17]([O:24][C:25]3[CH:26]=[CH:27][C:28]4[N:29]([C:31]([N:34]5[CH2:39][CH2:38][CH2:37][CH2:36][C@@H:35]5[CH3:40])=[N:32][N:33]=4)[CH:30]=3)[CH2:16][CH2:15]2)=[O:12])[N:7]([C:41]2[CH:42]=[N:43][N:44]([CH2:46][CH2:47][OH:48])[CH:45]=2)[N:6]=1)([CH3:4])([CH3:3])[CH3:2].CCN(C(C)C)C(C)C.[CH3:58][S:59](Cl)(=[O:61])=[O:60]. Product: [C:1]([C:5]1[CH:9]=[C:8]([NH:10][C:11]([NH:13][C@@H:14]2[C:23]3[C:18](=[CH:19][CH:20]=[CH:21][CH:22]=3)[C@H:17]([O:24][C:25]3[CH:26]=[CH:27][C:28]4[N:29]([C:31]([N:34]5[CH2:39][CH2:38][CH2:37][CH2:36][C@@H:35]5[CH3:40])=[N:32][N:33]=4)[CH:30]=3)[CH2:16][CH2:15]2)=[O:12])[N:7]([C:41]2[CH:42]=[N:43][N:44]([CH2:46][CH2:47][O:48][S:59]([CH3:58])(=[O:61])=[O:60])[CH:45]=2)[N:6]=1)([CH3:2])([CH3:3])[CH3:4]. The catalyst class is: 2. (4) Reactant: [Cl:1][C:2]1[CH:3]=[CH:4][C:5]2[N:6]=[CH:7][N:8]3[C:16]4[CH:15]=[CH:14][CH:13]=[C:12]([F:17])[C:11]=4[CH:10]=[C:9]3[C:18]=2[N:19]=1.[BH4-].[Na+].[NH4+].[Cl-]. Product: [Cl:1][C:2]1[CH:3]=[CH:4][C:5]2[NH:6][CH2:7][N:8]3[C:16]4[CH:15]=[CH:14][CH:13]=[C:12]([F:17])[C:11]=4[CH:10]=[C:9]3[C:18]=2[N:19]=1. The catalyst class is: 36.